This data is from Forward reaction prediction with 1.9M reactions from USPTO patents (1976-2016). The task is: Predict the product of the given reaction. (1) Given the reactants [NH2:1][C:2]1[C:7]([C:8]2[CH:13]=[CH:12][CH:11]=[CH:10][CH:9]=2)=[CH:6][C:5]([C:14]([OH:16])=O)=[CH:4][CH:3]=1.CCN(C(C)C)C(C)C.Cl.CN(C)CCCN=C=NCC.OS1C2C=CC=CC=2N=C1.[NH2:48][C:49]1[S:50][CH:51]=[CH:52][N:53]=1, predict the reaction product. The product is: [S:50]1[CH:51]=[CH:52][N:53]=[C:49]1[NH:48][C:14]([C:5]1[CH:6]=[C:7]([C:8]2[CH:9]=[CH:10][CH:11]=[CH:12][CH:13]=2)[C:2]([NH2:1])=[CH:3][CH:4]=1)=[O:16]. (2) The product is: [Cl:65][C:27]1([C:26]2[CH:30]=[CH:31][CH:32]=[C:24]([C:23]([O:34][CH3:35])=[O:33])[CH:25]=2)[CH:37]=[CH:36][C:41]([NH:10][C:9]([NH:8][C:12]2[CH:17]=[CH:16][CH:15]=[CH:14][C:13]=2[C:18]([F:19])([F:20])[F:21])=[O:11])=[C:40]([NH:42][C:52]([OH:51])=[O:46])[CH2:39]1. Given the reactants ClC1(N)C=CC([N:8]([C:12]2[CH:17]=[CH:16][CH:15]=[CH:14][C:13]=2[C:18]([F:21])([F:20])[F:19])[C:9](=[O:11])[NH2:10])=CC1.[C:23]([O:34][CH3:35])(=[O:33])[C:24]1[CH:32]=[CH:31][CH:30]=[C:26]([C:27]([O-])=O)[CH:25]=1.[CH:36]1[CH:37]=C[C:39]2N(O)N=[N:42][C:40]=2[CH:41]=1.[OH2:46].CN1C[CH2:52][O:51]CC1.CCN=C=NCCCN(C)C.[ClH:65], predict the reaction product. (3) Given the reactants C(Cl)[Cl:2].C(OC([N:11]1[CH2:16][CH2:15][N:14]([S:17]([C:20]2[CH:29]=[CH:28][C:27]3[C:22](=[CH:23][CH:24]=[C:25]([Cl:30])[CH:26]=3)[CH:21]=2)(=[O:19])=[O:18])[C:13]([CH3:32])([CH3:31])[CH2:12]1)=O)(C)(C)C.Cl, predict the reaction product. The product is: [ClH:2].[Cl:30][C:25]1[CH:26]=[C:27]2[C:22](=[CH:23][CH:24]=1)[CH:21]=[C:20]([S:17]([N:14]1[CH2:15][CH2:16][NH:11][CH2:12][C:13]1([CH3:32])[CH3:31])(=[O:18])=[O:19])[CH:29]=[CH:28]2. (4) Given the reactants [C:1]([O:5][C:6]([N:8]1[CH2:13][CH2:12][N:11]([C:14]([C:16]2[CH:20]=[C:19]([CH3:21])[N:18]([C:22]3[CH:27]=[CH:26][CH:25]=[CH:24][CH:23]=3)[C:17]=2[C:28]2[CH:33]=[CH:32][CH:31]=[CH:30][CH:29]=2)=[O:15])[CH:10]([CH2:34][C:35]([OH:37])=O)[CH2:9]1)=[O:7])([CH3:4])([CH3:3])[CH3:2].[CH3:38][C:39]1NN=[N:41][N:40]=1.C1CCC(N=C=NC2CCCCC2)CC1, predict the reaction product. The product is: [CH3:21][C:19]1[N:18]([C:22]2[CH:23]=[CH:24][CH:25]=[CH:26][CH:27]=2)[C:17]([C:28]2[CH:33]=[CH:32][CH:31]=[CH:30][CH:29]=2)=[C:16]([C:14]([N:11]2[CH2:12][CH2:13][N:8]([C:6]([O:5][C:1]([CH3:4])([CH3:2])[CH3:3])=[O:7])[CH2:9][CH:10]2[CH2:34][C:35]2[O:37][C:39]([CH3:38])=[N:40][N:41]=2)=[O:15])[CH:20]=1. (5) Given the reactants Cl[C:2]1[NH:3][CH:4]=[C:5]([N+:7]([O-:9])=[O:8])[N:6]=1.[CH3:10][C@:11]1([CH2:14][N:15]2[CH2:20][CH2:19][CH:18]([C:21]([O:23][CH2:24][CH3:25])=[O:22])[CH2:17][CH2:16]2)[CH2:13][O:12]1.C(=O)([O-])O.[Na+], predict the reaction product. The product is: [CH3:13][C@@:11]1([CH2:14][N:15]2[CH2:16][CH2:17][CH:18]([C:21]([O:23][CH2:24][CH3:25])=[O:22])[CH2:19][CH2:20]2)[O:12][C:2]2=[N:6][C:5]([N+:7]([O-:9])=[O:8])=[CH:4][N:3]2[CH2:10]1. (6) Given the reactants Br[C:2]1[CH:3]=[N:4][CH:5]=[C:6]([O:8][C:9]2[CH:14]=[CH:13][C:12]([O:15][CH3:16])=[CH:11][CH:10]=2)[CH:7]=1.[C:17]([O:21][C:22]([N:24]1[CH2:29][C@@H:28]2[CH2:30][C@H:25]1[CH2:26][NH:27]2)=[O:23])([CH3:20])([CH3:19])[CH3:18].C1(C2C3C(=CC=CC=3)C=CC=2)C2C(=CC=CC=2)C=CC=1.CC(C)([O-])C.[Na+].[Cl-].[Na+], predict the reaction product. The product is: [CH3:16][O:15][C:12]1[CH:13]=[CH:14][C:9]([O:8][C:6]2[CH:7]=[C:2]([N:27]3[CH2:26][C@@H:25]4[CH2:30][C@H:28]3[CH2:29][N:24]4[C:22]([O:21][C:17]([CH3:20])([CH3:19])[CH3:18])=[O:23])[CH:3]=[N:4][CH:5]=2)=[CH:10][CH:11]=1. (7) Given the reactants [CH2:1]([O:8][C:9]([NH:11][CH:12]([CH:20]=[CH2:21])[CH2:13][C:14]1[CH:19]=[CH:18][CH:17]=[CH:16][CH:15]=1)=[O:10])[C:2]1[CH:7]=[CH:6][CH:5]=[CH:4][CH:3]=1.ClC1C=C(C=CC=1)C(OO)=[O:27].CCOC(C)=O, predict the reaction product. The product is: [CH2:1]([O:8][C:9]([NH:11][CH:12]([CH:20]1[O:27][CH2:21]1)[CH2:13][C:14]1[CH:19]=[CH:18][CH:17]=[CH:16][CH:15]=1)=[O:10])[C:2]1[CH:3]=[CH:4][CH:5]=[CH:6][CH:7]=1. (8) Given the reactants [OH-].[Na+].[CH3:3][N:4]([CH3:6])[CH3:5].Cl[CH2:8][C@H:9]([OH:16])[CH2:10][C:11]([O:13]CC)=[O:12], predict the reaction product. The product is: [OH:16][C@H:9]([CH2:10][C:11](=[O:12])[O-:13])[CH2:8][N+:4]([CH3:6])([CH3:5])[CH3:3].